From a dataset of Forward reaction prediction with 1.9M reactions from USPTO patents (1976-2016). Predict the product of the given reaction. (1) Given the reactants [NH:1]([S:8]([C:11]1[CH:12]=[C:13]([Cl:28])[CH:14]=[C:15]2[C:20]=1[O:19][CH2:18][C@H:17]([NH:21]C(=O)C(F)(F)F)[CH2:16]2)(=[O:10])=[O:9])[C:2]1[CH:7]=[CH:6][CH:5]=[CH:4][CH:3]=1.[OH-].[Na+].Cl.C(=O)([O-])O.[Na+], predict the reaction product. The product is: [NH2:21][C@@H:17]1[CH2:16][C:15]2[C:20](=[C:11]([S:8]([NH:1][C:2]3[CH:3]=[CH:4][CH:5]=[CH:6][CH:7]=3)(=[O:9])=[O:10])[CH:12]=[C:13]([Cl:28])[CH:14]=2)[O:19][CH2:18]1. (2) Given the reactants [CH3:1][C:2]1[CH:3]=[C:4]([CH:11]=[O:12])[CH:5]=[C:6]2[C:10]=1[NH:9][N:8]=[CH:7]2.CN(C1CCCCC1)C1CCCCC1.[CH3:27][O:28][CH2:29]Cl, predict the reaction product. The product is: [CH3:27][O:28][CH2:29][N:8]1[CH:7]=[C:6]2[C:10]([C:2]([CH3:1])=[CH:3][C:4]([CH:11]=[O:12])=[CH:5]2)=[N:9]1. (3) Given the reactants [S:1]1[CH:5]=[CH:4][CH:3]=[C:2]1[CH:6]=O.[NH2:8][C:9]1[CH:13]=[CH:12][NH:11][N:10]=1.[F:14][C:15]([F:25])([F:24])[C:16](=O)[CH2:17][C:18]([O:20][CH2:21][CH3:22])=[O:19], predict the reaction product. The product is: [S:1]1[CH:5]=[CH:4][CH:3]=[C:2]1[CH:6]1[C:17]([C:18]([O:20][CH2:21][CH3:22])=[O:19])=[C:16]([C:15]([F:14])([F:24])[F:25])[NH:8][C:9]2=[N:10][NH:11][CH:12]=[C:13]12.